This data is from Catalyst prediction with 721,799 reactions and 888 catalyst types from USPTO. The task is: Predict which catalyst facilitates the given reaction. (1) Reactant: [Br:1][C:2]1[CH:3]=[CH:4][CH:5]=[C:6]2[C:14]=1[NH:13][C:12]1[CH:11]=[N:10][CH:9]=[CH:8][C:7]2=1.[H-].[Na+].CO.O. Product: [Br:1][C:2]1[CH:3]=[CH:4][CH:5]=[C:6]2[C:14]=1[N:13]([CH2:4][CH2:3][CH2:2][CH2:14][CH2:6][CH2:5][N:13]1[C:12]3[CH:11]=[N:10][CH:9]=[CH:8][C:7]=3[C:6]3[C:14]1=[C:2]([Br:1])[CH:3]=[CH:4][CH:5]=3)[C:12]1[CH:11]=[N:10][CH:9]=[CH:8][C:7]2=1. The catalyst class is: 3. (2) The catalyst class is: 277. Product: [Cl:7][C:8]1[CH:9]=[C:10]2[C:14](=[CH:15][CH:16]=1)[N:13]([C:17]1[N:21]([CH3:22])[N:20]=[C:19]([CH3:23])[C:18]=1[CH2:24][CH2:25][S:26]([NH:29][C:45]([NH:4][CH2:3][C:2]([F:6])([F:5])[F:1])=[O:46])(=[O:28])=[O:27])[CH:12]=[CH:11]2. Reactant: [F:1][C:2]([F:6])([F:5])[CH2:3][NH2:4].[Cl:7][C:8]1[CH:9]=[C:10]2[C:14](=[CH:15][CH:16]=1)[N:13]([C:17]1[N:21]([CH3:22])[N:20]=[C:19]([CH3:23])[C:18]=1[CH2:24][CH2:25][S:26]([NH2:29])(=[O:28])=[O:27])[CH:12]=[CH:11]2.N12CCCN=C1CCCCC2.[Cl-].[NH4+].CN(C)[CH:45]=[O:46]. (3) Reactant: [CH:1]([N:4]1[C:13]2[C:8](=[C:9]([CH3:14])[CH:10]=[CH:11][CH:12]=2)[CH:7]=[C:6]([C:15]([NH:17][CH2:18][CH:19]2[CH2:24][CH2:23][N:22](C(OC(C)(C)C)=O)[CH2:21][CH2:20]2)=[O:16])[C:5]1=[O:32])([CH3:3])[CH3:2]. Product: [CH:1]([N:4]1[C:13]2[C:8](=[C:9]([CH3:14])[CH:10]=[CH:11][CH:12]=2)[CH:7]=[C:6]([C:15]([NH:17][CH2:18][CH:19]2[CH2:24][CH2:23][NH:22][CH2:21][CH2:20]2)=[O:16])[C:5]1=[O:32])([CH3:3])[CH3:2]. The catalyst class is: 209. (4) Reactant: [F:1][C:2]1[CH:10]=[C:9]([OH:11])[CH:8]=[CH:7][C:3]=1[C:4]([OH:6])=[O:5].C(N(CC)CC)C.[C:19](OC(=O)C)(=[O:21])[CH3:20]. Product: [C:19]([O:11][C:9]1[CH:8]=[CH:7][C:3]([C:4]([OH:6])=[O:5])=[C:2]([F:1])[CH:10]=1)(=[O:21])[CH3:20]. The catalyst class is: 143. (5) Reactant: Cl.[CH2:2]1[C:14]2[C:13]3[CH:12]=[CH:11][CH:10]=[CH:9][C:8]=3[NH:7][C:6]=2[CH2:5][CH2:4][NH:3]1.C(N(CC)CC)C.[C:22](O[C:22]([O:24][C:25]([CH3:28])([CH3:27])[CH3:26])=[O:23])([O:24][C:25]([CH3:28])([CH3:27])[CH3:26])=[O:23]. Product: [C:22]([N:3]1[CH2:4][CH2:5][C:6]2[NH:7][C:8]3[CH:9]=[CH:10][CH:11]=[CH:12][C:13]=3[C:14]=2[CH2:2]1)([O:24][C:25]([CH3:28])([CH3:27])[CH3:26])=[O:23]. The catalyst class is: 4.